From a dataset of Reaction yield outcomes from USPTO patents with 853,638 reactions. Predict the reaction yield, written as a fraction of the theoretical maximum amount of product (1.0 means a 100% yield; for example, 0.34 means a 34% yield). (1) The reactants are [Cl:1][C:2]1[CH:7]=[CH:6][CH:5]=[C:4](Cl)[C:3]=1/[CH:9]=[CH:10]/[C:11]1[CH:16]=[CH:15][C:14]2[C:17]3([CH2:32][O:33][C:13]=2[CH:12]=1)[CH2:22][CH2:21][N:20]([CH2:23][CH2:24][C:25]([O:27]C(C)(C)C)=[O:26])[CH2:19][CH2:18]3.O1CCO[CH2:36][CH2:35]1. The catalyst is Cl. The product is [ClH:1].[Cl:1][C:2]1[CH:7]=[CH:6][C:5]([CH2:35][CH3:36])=[CH:4][C:3]=1/[CH:9]=[CH:10]/[C:11]1[CH:16]=[CH:15][C:14]2[C:17]3([CH2:32][O:33][C:13]=2[CH:12]=1)[CH2:18][CH2:19][N:20]([CH2:23][CH2:24][C:25]([OH:27])=[O:26])[CH2:21][CH2:22]3. The yield is 0.894. (2) The reactants are Br[CH2:2][CH2:3][CH2:4][CH2:5][CH2:6][CH2:7][CH2:8][CH2:9][CH2:10][OH:11].[CH3:12][CH:13]([CH3:17])[CH2:14][CH2:15]Br. No catalyst specified. The product is [CH3:12][CH:13]([CH3:17])[CH2:14][CH2:15][CH2:2][CH2:3][CH2:4][CH2:5][CH2:6][CH2:7][CH2:8][CH2:9][CH2:10][OH:11]. The yield is 0.510. (3) The reactants are [Cl:1][C:2]1[CH:7]=[CH:6][C:5]([C:8]2[N:12]([C:13]3[CH:18]=[CH:17][C:16]([S:19]([NH2:22])(=[O:21])=[O:20])=[CH:15][CH:14]=3)[N:11]=[C:10]([CH2:23]O)[CH:9]=2)=[CH:4][CH:3]=1.C1(C)C=CC(S([Cl:34])(=O)=O)=CC=1.[Cl-].[Li+].C(N(CC)CC)C. The catalyst is O1CCCC1.C(OCC)(=O)C. The product is [Cl:1][C:2]1[CH:7]=[CH:6][C:5]([C:8]2[N:12]([C:13]3[CH:18]=[CH:17][C:16]([S:19]([NH2:22])(=[O:21])=[O:20])=[CH:15][CH:14]=3)[N:11]=[C:10]([CH2:23][Cl:34])[CH:9]=2)=[CH:4][CH:3]=1. The yield is 0.800. (4) The reactants are [Cl:1][C:2]1[CH:7]=[CH:6][C:5]([S:8]([NH:11][C@H:12]([C:14](N(OC)C)=[O:15])[CH3:13])(=[O:10])=[O:9])=[CH:4][CH:3]=1.[CH2:20]([Mg]Cl)[CH2:21][CH3:22]. No catalyst specified. The product is [Cl:1][C:2]1[CH:7]=[CH:6][C:5]([S:8]([NH:11][CH:12]([CH3:13])[C:14](=[O:15])[CH2:20][CH2:21][CH3:22])(=[O:10])=[O:9])=[CH:4][CH:3]=1. The yield is 0.670. (5) The reactants are NC1C=CC(C(O)=O)=CC=1.C1(C(Cl)=O)CCCCC1.CCN(CC)CC.[OH-].[Na+].[CH:29]1([C:35]([NH:37][C:38]2[CH:47]=[CH:46][C:41]([C:42]([O:44]C)=[O:43])=[CH:40][CH:39]=2)=[O:36])[CH2:34][CH2:33][CH2:32][CH2:31][CH2:30]1. The catalyst is C1COCC1. The product is [CH:29]1([C:35]([NH:37][C:38]2[CH:47]=[CH:46][C:41]([C:42]([OH:44])=[O:43])=[CH:40][CH:39]=2)=[O:36])[CH2:30][CH2:31][CH2:32][CH2:33][CH2:34]1. The yield is 0.920. (6) The reactants are [N+:1]([C:4]1[CH:5]=[C:6]2[C:10](=[CH:11][CH:12]=1)[NH:9][N:8]=[CH:7]2)([O-])=O. The catalyst is CO.[Pd]. The product is [NH:9]1[C:10]2[C:6](=[CH:5][C:4]([NH2:1])=[CH:12][CH:11]=2)[CH:7]=[N:8]1. The yield is 0.970. (7) The reactants are [NH2:1][C:2]1[CH:3]=[C:4]([SH:8])[CH:5]=[CH:6][CH:7]=1.Cl.Cl[C:11]1[CH:16]=[CH:15][N:14]=[CH:13][CH:12]=1.C([O-])([O-])=O.[K+].[K+]. The catalyst is CN(C=O)C.CCOC(C)=O.O. The product is [N:14]1[CH:15]=[CH:16][C:11]([S:8][C:4]2[CH:3]=[C:2]([CH:7]=[CH:6][CH:5]=2)[NH2:1])=[CH:12][CH:13]=1. The yield is 0.660. (8) The reactants are Br[C:2]1[CH:3]=[C:4]([C:8]2([C:26]3[CH:31]=[C:30]([C:32]([F:35])([F:34])[F:33])[C:29](=O)[N:28](C)[CH:27]=3)[C:16]3[C:11](=[C:12]([F:17])[CH:13]=[CH:14][CH:15]=3)[C:10]([NH:18]C(=O)OC(C)(C)C)=[N:9]2)[CH:5]=[CH:6][CH:7]=1.[C:38]([C:40]1[CH:41]=[C:42](B(O)O)[CH:43]=[N:44][CH:45]=1)#[N:39].[C:49](=[O:52])([O-])[O-].[K+].[K+].COCCOC. The catalyst is CO.C1C=CC(P(C2C=CC=CC=2)[C-]2C=CC=C2)=CC=1.C1C=CC(P(C2C=CC=CC=2)[C-]2C=CC=C2)=CC=1.Cl[Pd]Cl.[Fe+2].CCO.O. The product is [NH2:18][C:10]1[C:11]2[C:16](=[CH:15][CH:14]=[CH:13][C:12]=2[F:17])[C:8]([C:4]2[CH:3]=[C:2]([C:42]3[CH:43]=[N:44][CH:45]=[C:40]([CH:41]=3)[C:38]#[N:39])[CH:7]=[CH:6][CH:5]=2)([C:26]2[CH:31]=[C:30]([C:32]([F:35])([F:33])[F:34])[C:49](=[O:52])[N:28]([CH3:29])[CH:27]=2)[N:9]=1. The yield is 0.230. (9) The catalyst is O.C1(C)C=CC=CC=1. The yield is 0.960. The reactants are [NH2:1][C:2]1[CH:10]=[CH:9][C:5]([C:6]([OH:8])=[O:7])=[CH:4][CH:3]=1.[OH-].[Na+].Cl[CH2:14][CH2:15][CH2:16][C:17](Cl)=[O:18].Cl. The product is [N:1]1([C:2]2[CH:10]=[CH:9][C:5]([C:6]([OH:8])=[O:7])=[CH:4][CH:3]=2)[CH2:14][CH2:15][CH2:16][C:17]1=[O:18]. (10) The reactants are Cl.[CH:2]1([C:5]2[N:6]=[CH:7][C:8]([O:11][C@H:12]3[CH2:22][N:15]4[C:16](=[O:21])[CH2:17][CH2:18][NH:19][CH2:20][C@H:14]4[CH2:13]3)=[N:9][CH:10]=2)[CH2:4][CH2:3]1.[F:23][C:24]([F:35])([F:34])[C:25]1[CH:26]=[C:27]([CH:31]=[CH:32][CH:33]=1)[C:28](Cl)=[O:29].C(N(CC)CC)C. The catalyst is ClCCl.CN(C)C1C=CN=CC=1. The product is [CH:2]1([C:5]2[N:6]=[CH:7][C:8]([O:11][C@H:12]3[CH2:22][N:15]4[C:16](=[O:21])[CH2:17][CH2:18][N:19]([C:28](=[O:29])[C:27]5[CH:31]=[CH:32][CH:33]=[C:25]([C:24]([F:23])([F:34])[F:35])[CH:26]=5)[CH2:20][C@H:14]4[CH2:13]3)=[N:9][CH:10]=2)[CH2:4][CH2:3]1. The yield is 0.640.